This data is from Forward reaction prediction with 1.9M reactions from USPTO patents (1976-2016). The task is: Predict the product of the given reaction. (1) Given the reactants [Cl:1][C:2]1[CH:3]=[CH:4][C:5]2[N:6]([C:8]([CH3:19])=[C:9]([NH:11][C:12](=[O:18])[O:13][C:14]([CH3:17])([CH3:16])[CH3:15])[N:10]=2)[CH:7]=1.[H-].[Na+].[C:22]1([S:28](Cl)(=[O:30])=[O:29])[CH:27]=[CH:26][CH:25]=[CH:24][CH:23]=1, predict the reaction product. The product is: [C:14]([O:13][C:12]([N:11]([C:9]1[N:10]=[C:5]2[CH:4]=[CH:3][C:2]([Cl:1])=[CH:7][N:6]2[C:8]=1[CH3:19])[S:28]([C:22]1[CH:27]=[CH:26][C:25]([C:12]([O:13][CH3:14])=[O:18])=[CH:24][CH:23]=1)(=[O:30])=[O:29])=[O:18])([CH3:15])([CH3:16])[CH3:17]. (2) Given the reactants [N:1]1[C:10]2[C:5](=[CH:6][C:7]([CH2:11][N:12]3[C:16]4=[N:17][C:18]([C:21](=O)[CH3:22])=[CH:19][N:20]=[C:15]4[N:14]=[N:13]3)=[CH:8][CH:9]=2)[CH:4]=[CH:3][CH:2]=1.[O:24]1[CH2:27][CH:26]([O:28][NH2:29])[CH2:25]1, predict the reaction product. The product is: [O:24]1[CH2:27][CH:26]([O:28]/[N:29]=[C:21](/[C:18]2[N:17]=[C:16]3[N:12]([CH2:11][C:7]4[CH:6]=[C:5]5[C:10](=[CH:9][CH:8]=4)[N:1]=[CH:2][CH:3]=[CH:4]5)[N:13]=[N:14][C:15]3=[N:20][CH:19]=2)\[CH3:22])[CH2:25]1. (3) Given the reactants [Cl:1][C:2]1[CH:7]=[C:6]([OH:8])[CH:5]=[CH:4][C:3]=1[CH:9]([CH3:28])[C:10]([C:16]1[CH:17]=[CH:18][C:19]2[O:24][CH2:23][C:22](=[O:25])[N:21]([CH3:26])[C:20]=2[CH:27]=1)([OH:15])[C:11]([F:14])([F:13])[F:12].Cl[C:30]1[N:35]=[CH:34][C:33]([C:36]([O:38][CH3:39])=[O:37])=[CH:32][N:31]=1.C1N2CCN(CC2)C1, predict the reaction product. The product is: [CH3:39][O:38][C:36]([C:33]1[CH:32]=[N:31][C:30]([O:8][C:6]2[CH:5]=[CH:4][C:3]([CH:9]([CH3:28])[C:10]([OH:15])([C:16]3[CH:17]=[CH:18][C:19]4[O:24][CH2:23][C:22](=[O:25])[N:21]([CH3:26])[C:20]=4[CH:27]=3)[C:11]([F:12])([F:13])[F:14])=[C:2]([Cl:1])[CH:7]=2)=[N:35][CH:34]=1)=[O:37].